Task: Regression. Given two drug SMILES strings and cell line genomic features, predict the synergy score measuring deviation from expected non-interaction effect.. Dataset: NCI-60 drug combinations with 297,098 pairs across 59 cell lines Drug 1: CS(=O)(=O)CCNCC1=CC=C(O1)C2=CC3=C(C=C2)N=CN=C3NC4=CC(=C(C=C4)OCC5=CC(=CC=C5)F)Cl. Drug 2: CC1C(C(CC(O1)OC2CC(CC3=C2C(=C4C(=C3O)C(=O)C5=CC=CC=C5C4=O)O)(C(=O)C)O)N)O. Cell line: LOX IMVI. Synergy scores: CSS=43.6, Synergy_ZIP=4.11, Synergy_Bliss=4.86, Synergy_Loewe=-36.4, Synergy_HSA=3.85.